The task is: Predict the product of the given reaction.. This data is from Forward reaction prediction with 1.9M reactions from USPTO patents (1976-2016). Given the reactants [Br:1][C:2]1[CH:7]=[CH:6][C:5]([NH:8][C:9]2[C:17]3[C:12](=[CH:13][N:14]=[CH:15][CH:16]=3)[S:11][C:10]=2[C:18]([O:20]CC)=O)=[C:4]([F:23])[CH:3]=1.[OH-].[Na+].[CH3:26][C:27]1([CH3:35])[O:31][C@@H:30]([CH2:32][O:33][NH2:34])[CH2:29][O:28]1.CCN=C=NCCCN(C)C.C1C=CC2N(O)N=NC=2C=1.CCN(C(C)C)C(C)C, predict the reaction product. The product is: [CH3:26][C:27]1([CH3:35])[O:31][C@@H:30]([CH2:32][O:33][NH:34][C:18]([C:10]2[S:11][C:12]3=[CH:13][N:14]=[CH:15][CH:16]=[C:17]3[C:9]=2[NH:8][C:5]2[CH:6]=[CH:7][C:2]([Br:1])=[CH:3][C:4]=2[F:23])=[O:20])[CH2:29][O:28]1.